Dataset: Catalyst prediction with 721,799 reactions and 888 catalyst types from USPTO. Task: Predict which catalyst facilitates the given reaction. (1) Reactant: Cl[C:2]1[N:3]=[C:4]([NH:16][CH2:17][CH3:18])[C:5]2[N:11]=[C:10](Cl)[N:9]=[C:8]([NH:13][CH2:14][CH3:15])[C:6]=2[N:7]=1.[CH:19]1([CH2:22][NH2:23])[CH2:21][CH2:20]1. Product: [CH:19]1([CH2:22][NH:23][C:2]2[N:3]=[C:4]([NH:16][CH2:17][CH3:18])[C:5]3[N:11]=[C:10]([NH:23][CH2:22][CH:19]4[CH2:21][CH2:20]4)[N:9]=[C:8]([NH:13][CH2:14][CH3:15])[C:6]=3[N:7]=2)[CH2:21][CH2:20]1. The catalyst class is: 51. (2) Reactant: [CH3:1][C:2](=O)[CH2:3][CH2:4][CH2:5][CH2:6][CH2:7][CH2:8][CH2:9][CH2:10][CH2:11][CH2:12][CH3:13].[ClH:15].Cl.[C:17]1([NH:23][C:24]([NH:26][C:27]([NH2:29])=[NH:28])=[NH:25])[CH:22]=[CH:21][CH:20]=[CH:19][CH:18]=1. Product: [ClH:15].[CH2:3]([C:2]1([CH3:1])[N:23]([C:17]2[CH:18]=[CH:19][C:20]([Cl:15])=[CH:21][CH:22]=2)[C:24]([NH2:25])=[N:26][C:27]([NH2:29])=[N:28]1)[CH2:4][CH2:5][CH2:6][CH2:7][CH2:8][CH2:9][CH2:10][CH2:11][CH2:12][CH3:13]. The catalyst class is: 8. (3) Reactant: CO[C:3](=[O:14])[C:4]1[CH:9]=[C:8]([N+:10]([O-:12])=[O:11])[CH:7]=[CH:6][C:5]=1F.C([O-])([O-])=O.[K+].[K+].Cl.[CH:22]1([NH:28][NH2:29])[CH2:27][CH2:26][CH2:25][CH2:24][CH2:23]1.CO. Product: [CH:22]1([N:28]2[C:5]3[C:4](=[CH:9][C:8]([N+:10]([O-:12])=[O:11])=[CH:7][CH:6]=3)[C:3](=[O:14])[NH:29]2)[CH2:27][CH2:26][CH2:25][CH2:24][CH2:23]1. The catalyst class is: 85. (4) Reactant: [OH:1][C:2]1[CH:7]=[CH:6][C:5]([C:8](=[O:10])[CH3:9])=[C:4]([CH3:11])[CH:3]=1.IC.[C:14](=O)([O-])[O-].[K+].[K+]. Product: [CH3:14][O:1][C:2]1[CH:7]=[CH:6][C:5]([C:8](=[O:10])[CH3:9])=[C:4]([CH3:11])[CH:3]=1. The catalyst class is: 21. (5) Reactant: [C:1]1([CH2:7][C:8]([CH2:10][C:11]2[CH:16]=[CH:15][CH:14]=[CH:13][CH:12]=2)=[O:9])[CH:6]=[CH:5][CH:4]=[CH:3][CH:2]=1.[BH4-].[Na+].Cl. Product: [C:11]1([CH2:10][CH:8]([OH:9])[CH2:7][C:1]2[CH:2]=[CH:3][CH:4]=[CH:5][CH:6]=2)[CH:16]=[CH:15][CH:14]=[CH:13][CH:12]=1. The catalyst class is: 8.